This data is from Full USPTO retrosynthesis dataset with 1.9M reactions from patents (1976-2016). The task is: Predict the reactants needed to synthesize the given product. (1) Given the product [CH3:69][C:66]1([CH3:68])[C:67]2[C:62]([CH:61]=[C:50]3[C:49]=2[CH:48]=[C:47]2[C:52]([C:53]4[CH:54]=[CH:55][CH:56]=[CH:57][C:58]=4[C:59]4[CH:60]=[C:43]([C:9]5[CH:10]=[CH:11][C:12]([C:15]6[C:28]7[C:29]8=[C:30]9[C:25](=[CH:26][CH:27]=7)[CH:24]=[CH:23][C:22]([C:31]7[C:40]%10[C:35](=[CH:36][CH:37]=[CH:38][CH:39]=%10)[CH:34]=[CH:33][CH:32]=7)=[C:21]9[CH:20]=[CH:19][C:18]8=[CH:17][CH:16]=6)=[CH:13][CH:14]=5)[CH:44]=[CH:45][C:46]=42)=[CH:51]3)=[CH:63][CH:64]=[CH:65]1, predict the reactants needed to synthesize it. The reactants are: CC1(C)C(C)(C)OB([C:9]2[CH:14]=[CH:13][C:12]([C:15]3[C:28]4[C:29]5=[C:30]6[C:25](=[CH:26][CH:27]=4)[CH:24]=[CH:23][C:22]([C:31]4[C:40]7[C:35](=[CH:36][CH:37]=[CH:38][CH:39]=7)[CH:34]=[CH:33][CH:32]=4)=[C:21]6[CH:20]=[CH:19][C:18]5=[CH:17][CH:16]=3)=[CH:11][CH:10]=2)O1.Br[C:43]1[CH:44]=[CH:45][C:46]2[C:47]3[C:52]([C:53]4[CH:54]=[CH:55][CH:56]=[CH:57][C:58]=4[C:59]=2[CH:60]=1)=[CH:51][C:50]1=[CH:61][C:62]2[C:67]([C:66]([CH3:69])([CH3:68])[CH:65]=[CH:64][CH:63]=2)=[C:49]1[CH:48]=3.C([O-])([O-])=O.[Na+].[Na+].CCO. (2) Given the product [F:20][C:18]([F:19])([F:21])[C:16]1[CH:17]=[C:12]([C:7]2([CH2:6][C:40]#[N:41])[CH2:11][CH2:10][CH2:9][CH2:8]2)[CH:13]=[C:14]([C:22]([F:24])([F:25])[F:23])[CH:15]=1, predict the reactants needed to synthesize it. The reactants are: CS(O[CH2:6][C:7]1([C:12]2[CH:17]=[C:16]([C:18]([F:21])([F:20])[F:19])[CH:15]=[C:14]([C:22]([F:25])([F:24])[F:23])[CH:13]=2)[CH2:11][CH2:10][CH2:9][CH2:8]1)(=O)=O.FC(F)(F)C1C=CC(C2(C[C:40]#[N:41])CCCC2)=CC=1. (3) Given the product [C:33]([C:28]1[CH:29]=[CH:30][CH:31]=[CH:32][C:27]=1[C:24]1[CH:23]=[CH:22][C:21]([CH2:20][N:8]2[C:7]([C:9]([O:11][CH2:12][CH3:13])=[O:10])=[C:6]([C:14]([O:16][CH2:17][CH3:18])=[O:15])[N:5]=[C:4]2[CH2:1][CH2:2][CH3:3])=[CH:26][CH:25]=1)#[N:34], predict the reactants needed to synthesize it. The reactants are: [CH2:1]([C:4]1[NH:5][C:6]([C:14]([O:16][CH2:17][CH3:18])=[O:15])=[C:7]([C:9]([O:11][CH2:12][CH3:13])=[O:10])[N:8]=1)[CH2:2][CH3:3].Br[CH2:20][C:21]1[CH:26]=[CH:25][C:24]([C:27]2[C:28]([C:33]#[N:34])=[CH:29][CH:30]=[CH:31][CH:32]=2)=[CH:23][CH:22]=1.C(=O)([O-])[O-].[K+].[K+].O. (4) Given the product [CH3:1][S:2]([C:5]1[CH:6]=[CH:7][C:8]([O:9][C:10]2[CH:11]=[C:12]3[C:16](=[C:17]([O:19][CH2:20][CH:21]4[CH2:22][CH2:23][O:24][CH2:25][CH2:26]4)[CH:18]=2)[NH:15][C:14]([C:27]#[N:29])=[CH:13]3)=[CH:30][CH:31]=1)(=[O:3])=[O:4], predict the reactants needed to synthesize it. The reactants are: [CH3:1][S:2]([C:5]1[CH:31]=[CH:30][C:8]([O:9][C:10]2[CH:11]=[C:12]3[C:16](=[C:17]([O:19][CH2:20][CH:21]4[CH2:26][CH2:25][O:24][CH2:23][CH2:22]4)[CH:18]=2)[NH:15][C:14]([C:27]([NH2:29])=O)=[CH:13]3)=[CH:7][CH:6]=1)(=[O:4])=[O:3].N1C(Cl)=NC(Cl)=NC=1Cl.O.C(OCC)(=O)C. (5) Given the product [F:166][C:163]1[CH:164]=[CH:165][C:160]([C:131]2[CH:130]=[CH:129][C:128]([CH2:127][CH2:20][CH:21]=[O:22])=[CH:133][CH:132]=2)=[N:161][CH:162]=1, predict the reactants needed to synthesize it. The reactants are: CC(C1NC(=O)C(CCSC)NC(=O)C(NC(C(NC(C(NC(C(NC(C(N)CC(O)=O)=O)C(O)C)=O)CCSC)=O)CCCNC(N)=N)=O)CSSCC(C(NC(C(NC(C(NC(C(O)=O)C(C)C)=O)CCC(O)=O)=O)CC2C3C(=CC=CC=3)NC=2)=O)NC(=O)C2N(CCC2)C(=O)C(CCCNC(N)=N)N[C:21](=[O:22])[CH:20]([CH2:127][C:128]2[CH:133]=[CH:132][C:131](O)=[CH:130][CH:129]=2)NC(=O)C(C(C)C)NC(=O)C(CCCNC(N)=N)NC(=O)CNC1=O)C.IC1C=CC=CC=1C(OC(C)(C)C)=O.Br[C:160]1[CH:165]=[CH:164][C:163]([F:166])=[CH:162][N:161]=1. (6) Given the product [CH3:1][O:2][C:3](=[O:23])[CH2:4][CH2:5][CH2:6][CH2:7][CH2:8][O:9][C:10]1[CH:11]=[CH:12][C:13]([NH:16][C:17]([O:19][CH2:20][CH2:21][O:22][C:40](=[O:41])[NH:39][C:36]2[CH:35]=[CH:34][C:33]([O:32][CH2:31][CH2:30][CH2:29][CH2:28][CH2:27][C:26]([O:25][CH3:24])=[O:42])=[CH:38][CH:37]=2)=[O:18])=[CH:14][CH:15]=1, predict the reactants needed to synthesize it. The reactants are: [CH3:1][O:2][C:3](=[O:23])[CH2:4][CH2:5][CH2:6][CH2:7][CH2:8][O:9][C:10]1[CH:15]=[CH:14][C:13]([NH:16][C:17]([O:19][CH2:20][CH2:21][OH:22])=[O:18])=[CH:12][CH:11]=1.[CH3:24][O:25][C:26](=[O:42])[CH2:27][CH2:28][CH2:29][CH2:30][CH2:31][O:32][C:33]1[CH:38]=[CH:37][C:36]([N:39]=[C:40]=[O:41])=[CH:35][CH:34]=1. (7) Given the product [Br:9][C:4]1[CH:5]=[C:6]([N:20]([C:46]2[C:45]3[C:44](=[CH:16][CH:15]=[CH:14][CH:13]=3)[CH:49]=[CH:48][CH:47]=2)[C:10]2[C:53]3[C:51](=[CH:52][CH:19]=[CH:18][CH:17]=3)[CH:50]=[CH:12][CH:11]=2)[CH:7]=[C:2]([N:20]([C:21]2[C:30]3[C:25](=[CH:26][CH:27]=[CH:28][CH:29]=3)[CH:24]=[CH:23][CH:22]=2)[C:10]2[C:19]3[C:14](=[CH:15][CH:16]=[CH:17][CH:18]=3)[CH:13]=[CH:12][CH:11]=2)[CH:3]=1, predict the reactants needed to synthesize it. The reactants are: Br[C:2]1[CH:7]=[C:6](Br)[CH:5]=[C:4]([Br:9])[CH:3]=1.[C:10]1([NH:20][C:21]2[C:30]3[C:25](=[CH:26][CH:27]=[CH:28][CH:29]=3)[CH:24]=[CH:23][CH:22]=2)[C:19]2[C:14](=[CH:15][CH:16]=[CH:17][CH:18]=2)[CH:13]=[CH:12][CH:11]=1.[CH:44]1[CH:49]=[CH:48][C:47](P([C:44]2[CH:49]=[CH:48][CH:47]=[CH:46][CH:45]=2)[C:44]2[CH:49]=[CH:48][CH:47]=[CH:46][CH:45]=2)=[CH:46][CH:45]=1.[CH3:50][C:51]([O-])([CH3:53])[CH3:52].[Na+]. (8) The reactants are: [Cl:1][C:2]1[CH:3]=[C:4]([CH:28]=[CH:29][C:30]=1[Cl:31])[CH2:5][N:6]1[CH2:11][CH2:10][O:9][C@@H:8]([CH2:12][NH:13][C:14](=[O:27])[CH2:15][S:16][C:17]2[S:18][CH:19]=[C:20]([C:22](OCC)=[O:23])[N:21]=2)[CH2:7]1.[BH4-].[Na+].[Cl-].[Li+].O. Given the product [Cl:1][C:2]1[CH:3]=[C:4]([CH:28]=[CH:29][C:30]=1[Cl:31])[CH2:5][N:6]1[CH2:11][CH2:10][O:9][C@@H:8]([CH2:12][NH:13][C:14](=[O:27])[CH2:15][S:16][C:17]2[S:18][CH:19]=[C:20]([CH2:22][OH:23])[N:21]=2)[CH2:7]1, predict the reactants needed to synthesize it. (9) Given the product [NH2:11][C:9]1[S:10][C:6]([CH2:5][CH2:4][C:3]([NH:20][C:19]2[CH:21]=[CH:22][C:16]([F:15])=[CH:17][CH:18]=2)=[O:12])=[CH:7][N:8]=1, predict the reactants needed to synthesize it. The reactants are: CO[C:3](=[O:12])[CH2:4][CH2:5][C:6]1[S:10][C:9]([NH2:11])=[N:8][CH:7]=1.[Li+].[OH-].[F:15][C:16]1[CH:22]=[CH:21][C:19]([NH2:20])=[CH:18][CH:17]=1. (10) The reactants are: [Li]CCCC.CN(CCN(C)C)C.[Cl:14][C:15]1[N:20]=[CH:19][C:18]([NH:21][C:22](=[O:28])[O:23][C:24]([CH3:27])([CH3:26])[CH3:25])=[CH:17][CH:16]=1.Cl[CH2:30][CH2:31][CH2:32][C:33](=[O:35])[CH3:34]. Given the product [Cl:14][C:15]1[N:20]=[CH:19][C:18]([NH:21][C:22](=[O:28])[O:23][C:24]([CH3:25])([CH3:27])[CH3:26])=[C:17]([C:33]2([CH3:34])[CH2:32][CH2:31][CH2:30][O:35]2)[CH:16]=1, predict the reactants needed to synthesize it.